Predict the product of the given reaction. From a dataset of Forward reaction prediction with 1.9M reactions from USPTO patents (1976-2016). Given the reactants C1(P(N=[N+]=[N-])(C2C=CC=CC=2)=[O:8])C=CC=CC=1.[Br:18][C:19]1[N:27]=[CH:26][CH:25]=[CH:24][C:20]=1C(O)=O.C([N:30]([CH2:33]C)CC)C.[C:35]([OH:39])([CH3:38])([CH3:37])[CH3:36], predict the reaction product. The product is: [C:35]([O:39][C:33](=[O:8])[NH:30][C:20]1[C:19]([Br:18])=[N:27][CH:26]=[CH:25][CH:24]=1)([CH3:38])([CH3:37])[CH3:36].